This data is from Reaction yield outcomes from USPTO patents with 853,638 reactions. The task is: Predict the reaction yield, written as a fraction of the theoretical maximum amount of product (1.0 means a 100% yield; for example, 0.34 means a 34% yield). (1) The reactants are C([Li])(CC)C.[N:6]1([C:11]([O:13][C:14]([CH3:17])([CH3:16])[CH3:15])=[O:12])[CH2:10][CH2:9][CH2:8][CH2:7]1.Br[C:19]1[CH:27]=[CH:26][CH:25]=[C:24]2[C:20]=1[CH2:21][C:22](=[O:28])[NH:23]2.F[B-](F)(F)F.C(P(C(C)(C)C)C(C)(C)C)(C)(C)C. The catalyst is CC(OC)(C)C.[Cl-].[Zn+2].[Cl-].C([O-])(=O)C.[Pd+2].C([O-])(=O)C.CCOC(C)=O. The product is [O:28]=[C:22]1[CH2:21][C:20]2[C:24](=[CH:25][CH:26]=[CH:27][C:19]=2[C@H:7]2[CH2:8][CH2:9][CH2:10][N:6]2[C:11]([O:13][C:14]([CH3:17])([CH3:16])[CH3:15])=[O:12])[NH:23]1. The yield is 0.270. (2) The reactants are [H-].[H-].[H-].[H-].[Li+].[Al+3].C([O:9][C:10]([C:12]1[N:13]=[C:14]([C:17]2[CH:22]=[CH:21][C:20]([O:23][CH3:24])=[CH:19][CH:18]=2)[S:15][CH:16]=1)=O)C.O.[OH-].[Na+]. The catalyst is C1COCC1. The product is [CH3:24][O:23][C:20]1[CH:19]=[CH:18][C:17]([C:14]2[S:15][CH:16]=[C:12]([CH2:10][OH:9])[N:13]=2)=[CH:22][CH:21]=1. The yield is 0.640. (3) The reactants are [C:1]([C:5]1[CH:10]=[C:9]([Br:11])[C:8]([N+:12]([O-])=O)=[CH:7][C:6]=1[OH:15])([CH3:4])([CH3:3])[CH3:2]. The catalyst is CO.[Ni]. The product is [C:1]([C:5]1[CH:10]=[C:9]([Br:11])[C:8]([NH2:12])=[CH:7][C:6]=1[OH:15])([CH3:4])([CH3:2])[CH3:3]. The yield is 0.700. (4) The reactants are [NH2:1][C:2]1[C:3]([C:10]([O:12]C)=O)=[N:4][C:5]([Br:9])=[C:6]([F:8])[CH:7]=1.[NH3:14]. No catalyst specified. The product is [NH2:1][C:2]1[C:3]([C:10]([NH2:14])=[O:12])=[N:4][C:5]([Br:9])=[C:6]([F:8])[CH:7]=1. The yield is 0.950. (5) The reactants are [CH3:1][O:2][C:3]1[CH:8]=[CH:7][C:6]([N:9]2[CH2:14][CH2:13][N:12]([CH2:15][CH2:16][NH2:17])[CH2:11][CH2:10]2)=[CH:5][CH:4]=1.[Cl:18][C:19]1[CH:24]=[CH:23][C:22]([C:25]2[N:29]([C:30]([CH3:33])([CH3:32])[CH3:31])[N:28]=[C:27]([CH:34]=O)[CH:26]=2)=[CH:21][CH:20]=1. No catalyst specified. The product is [C:30]([N:29]1[C:25]([C:22]2[CH:21]=[CH:20][C:19]([Cl:18])=[CH:24][CH:23]=2)=[CH:26][C:27]([CH2:34][NH:17][CH2:16][CH2:15][N:12]2[CH2:11][CH2:10][N:9]([C:6]3[CH:5]=[CH:4][C:3]([O:2][CH3:1])=[CH:8][CH:7]=3)[CH2:14][CH2:13]2)=[N:28]1)([CH3:33])([CH3:32])[CH3:31]. The yield is 0.860. (6) The reactants are [CH:1]1([N:7]([CH2:33][CH:34]2[CH2:36][CH2:35]2)[C:8]2[N:13]=[CH:12][N:11]=[C:10]([C:14]([NH:16][C:17]3[CH:32]=[CH:31][C:20]([CH2:21][NH:22][CH2:23][C:24]([O:26]C(C)(C)C)=[O:25])=[CH:19][CH:18]=3)=[O:15])[CH:9]=2)[CH2:6][CH2:5][CH2:4][CH2:3][CH2:2]1.[F:37][C:38]([F:43])([F:42])[C:39]([OH:41])=[O:40]. The catalyst is C(Cl)Cl. The product is [F:37][C:38]([F:43])([F:42])[C:39]([OH:41])=[O:40].[CH:1]1([N:7]([CH2:33][CH:34]2[CH2:35][CH2:36]2)[C:8]2[N:13]=[CH:12][N:11]=[C:10]([C:14]([NH:16][C:17]3[CH:18]=[CH:19][C:20]([CH2:21][NH:22][CH2:23][C:24]([OH:26])=[O:25])=[CH:31][CH:32]=3)=[O:15])[CH:9]=2)[CH2:2][CH2:3][CH2:4][CH2:5][CH2:6]1. The yield is 0.770.